This data is from Forward reaction prediction with 1.9M reactions from USPTO patents (1976-2016). The task is: Predict the product of the given reaction. (1) Given the reactants [CH3:1][S:2][CH2:3][CH2:4][CH:5]=O.C1(P(C2C=CC=CC=2)(C2C=CC=CC=2)=[CH:14][C:15](=[O:17])[CH3:16])C=CC=CC=1, predict the reaction product. The product is: [CH3:1][S:2][CH2:3][CH2:4]/[CH:5]=[CH:14]/[C:15](=[O:17])[CH3:16]. (2) Given the reactants [OH:1][C:2]1[CH:3]=[C:4]([CH:8]=[C:9]([C:11]([F:14])([F:13])[F:12])[CH:10]=1)[C:5]([OH:7])=[O:6].Cl.O1CCOC[CH2:17]1, predict the reaction product. The product is: [OH:1][C:2]1[CH:3]=[C:4]([CH:8]=[C:9]([C:11]([F:12])([F:13])[F:14])[CH:10]=1)[C:5]([O:7][CH3:17])=[O:6]. (3) Given the reactants [C:1]1([CH:7]2[C:16]3[C:11]4=[C:12]([CH:20]([C:23]5[CH:28]=[CH:27][CH:26]=[CH:25][CH:24]=5)[CH2:21][CH2:22][N:10]4[CH2:9][CH2:8]2)[CH:13]=[C:14]([C:17]([OH:19])=O)[CH:15]=3)[CH:6]=[CH:5][CH:4]=[CH:3][CH:2]=1.[CH2:29]([NH2:33])[CH2:30][CH2:31][CH3:32].CCN=C=NCCCN(C)C, predict the reaction product. The product is: [CH2:29]([NH:33][C:17]([C:14]1[CH:15]=[C:16]2[C:11]3=[C:12]([CH:20]([C:23]4[CH:28]=[CH:27][CH:26]=[CH:25][CH:24]=4)[CH2:21][CH2:22][N:10]3[CH2:9][CH2:8][CH:7]2[C:1]2[CH:6]=[CH:5][CH:4]=[CH:3][CH:2]=2)[CH:13]=1)=[O:19])[CH2:30][CH2:31][CH3:32]. (4) Given the reactants [CH3:1][S:2]([N:5]([C:10]1[CH:11]=[CH:12][C:13]([C:16]([N:18]2[CH2:22][C@@H:21]3[CH2:23][N:24]([C:26]([O:28][CH2:29][C:30]4[CH:35]=[C:34]([Cl:36])[CH:33]=[C:32]([Cl:37])[CH:31]=4)=[O:27])[CH2:25][C@@H:20]3[CH2:19]2)=[O:17])=[N:14][CH:15]=1)S(C)(=O)=O)(=[O:4])=[O:3].[OH-].[Na+], predict the reaction product. The product is: [CH3:1][S:2]([NH:5][C:10]1[CH:11]=[CH:12][C:13]([C:16]([N:18]2[CH2:19][C@@H:20]3[CH2:25][N:24]([C:26]([O:28][CH2:29][C:30]4[CH:31]=[C:32]([Cl:37])[CH:33]=[C:34]([Cl:36])[CH:35]=4)=[O:27])[CH2:23][C@@H:21]3[CH2:22]2)=[O:17])=[N:14][CH:15]=1)(=[O:4])=[O:3].